Dataset: Reaction yield outcomes from USPTO patents with 853,638 reactions. Task: Predict the reaction yield, written as a fraction of the theoretical maximum amount of product (1.0 means a 100% yield; for example, 0.34 means a 34% yield). (1) The reactants are [I:1][C:2]1[CH:7]=[CH:6][C:5]([CH2:8][C:9]([OH:11])=[O:10])=[CH:4][CH:3]=1.Cl.[CH3:13]O. The catalyst is O1CCOCC1. The product is [I:1][C:2]1[CH:3]=[CH:4][C:5]([CH2:8][C:9]([O:11][CH3:13])=[O:10])=[CH:6][CH:7]=1. The yield is 0.980. (2) The reactants are [Cl:1][CH:2]1[NH:7][NH:6][CH:5]([NH2:8])[CH2:4][CH2:3]1.Br[CH2:10][CH:11](OC)OC.Br. The catalyst is C(O)C. The product is [Cl:1][C:2]1[CH:3]=[CH:4][C:5]2[N:6]([CH:10]=[CH:11][N:8]=2)[N:7]=1. The yield is 0.570.